This data is from Forward reaction prediction with 1.9M reactions from USPTO patents (1976-2016). The task is: Predict the product of the given reaction. Given the reactants Br[C:2]1[N:3]=[CH:4][N:5]([C:7]2[N:12]=[C:11]([C:13]3[CH:18]=[CH:17][C:16]([C:19]([F:22])([F:21])[F:20])=[C:15]([CH3:23])[CH:14]=3)[CH:10]=[C:9]([C:24]([F:27])([F:26])[F:25])[N:8]=2)[CH:6]=1.[NH2:28][C:29]1[CH:34]=[CH:33][C:32](B2OC(C)(C)C(C)(C)O2)=[CH:31][N:30]=1, predict the reaction product. The product is: [CH3:23][C:15]1[CH:14]=[C:13]([C:11]2[CH:10]=[C:9]([C:24]([F:27])([F:26])[F:25])[N:8]=[C:7]([N:5]3[CH:6]=[C:2]([C:32]4[CH:33]=[CH:34][C:29]([NH2:28])=[N:30][CH:31]=4)[N:3]=[CH:4]3)[N:12]=2)[CH:18]=[CH:17][C:16]=1[C:19]([F:22])([F:21])[F:20].